From a dataset of Forward reaction prediction with 1.9M reactions from USPTO patents (1976-2016). Predict the product of the given reaction. (1) Given the reactants [Br:1][C:2]1[CH:3]=[CH:4][C:5]([CH:8]=O)=[N:6][CH:7]=1.Br[CH2:11][C:12]([O:14][CH2:15][CH3:16])=[O:13].C([O-])(O)=O.[Na+].C1C=CC(P(C2C=CC=CC=2)C2C=CC=CC=2)=CC=1, predict the reaction product. The product is: [Br:1][C:2]1[CH:3]=[CH:4][C:5](/[CH:8]=[CH:11]/[C:12]([O:14][CH2:15][CH3:16])=[O:13])=[N:6][CH:7]=1. (2) Given the reactants [CH3:1][S:2]([CH2:5][CH2:6][N:7]1[CH2:12][CH2:11][CH:10]([C:13]2[CH:18]=[CH:17][C:16]([NH2:19])=[CH:15][CH:14]=2)[CH2:9][CH2:8]1)(=[O:4])=[O:3].[CH3:20][O:21][NH:22][C:23]([C:25]1[C:26](=[O:48])[C:27]2[CH:32]=[N:31][C:30](S(C)(=O)=O)=[N:29][C:28]=2[N:37]([C:39]2[CH:40]=[C:41]3[C:45](=[CH:46][CH:47]=2)[CH2:44][CH2:43][CH2:42]3)[CH:38]=1)=[O:24], predict the reaction product. The product is: [CH3:20][O:21][NH:22][C:23]([C:25]1[C:26](=[O:48])[C:27]2[CH:32]=[N:31][C:30]([NH:19][C:16]3[CH:17]=[CH:18][C:13]([CH:10]4[CH2:9][CH2:8][N:7]([CH2:6][CH2:5][S:2]([CH3:1])(=[O:4])=[O:3])[CH2:12][CH2:11]4)=[CH:14][CH:15]=3)=[N:29][C:28]=2[N:37]([C:39]2[CH:40]=[C:41]3[C:45](=[CH:46][CH:47]=2)[CH2:44][CH2:43][CH2:42]3)[CH:38]=1)=[O:24]. (3) Given the reactants F[P-](F)(F)(F)(F)F.N1(OC(N(C)C)=[N+](C)C)C2N=CC=CC=2N=N1.[C:25]([O:29][C:30]([NH:32][C:33]1([C:48](O)=[O:49])[CH2:38][CH2:37][N:36]([C:39]2[C:40]3[CH:47]=[CH:46][NH:45][C:41]=3[N:42]=[CH:43][N:44]=2)[CH2:35][CH2:34]1)=[O:31])([CH3:28])([CH3:27])[CH3:26].C(N(CC)C(C)C)(C)C.[NH2:60][C@H:61]([C:67]1[CH:72]=[CH:71][C:70]([Cl:73])=[CH:69][CH:68]=1)[CH2:62][C:63]([O:65][CH3:66])=[O:64], predict the reaction product. The product is: [C:25]([O:29][C:30]([NH:32][C:33]1([C:48]([NH:60][C@H:61]([C:67]2[CH:68]=[CH:69][C:70]([Cl:73])=[CH:71][CH:72]=2)[CH2:62][C:63]([O:65][CH3:66])=[O:64])=[O:49])[CH2:38][CH2:37][N:36]([C:39]2[C:40]3[CH:47]=[CH:46][NH:45][C:41]=3[N:42]=[CH:43][N:44]=2)[CH2:35][CH2:34]1)=[O:31])([CH3:26])([CH3:28])[CH3:27]. (4) Given the reactants [Cl:1][C:2]1[C:15]2[C:6](=[N:7][C:8]([NH2:16])=[C:9]3[C:14]=2[CH:13]=[CH:12][CH:11]=[CH:10]3)[CH:5]=[CH:4][CH:3]=1.Cl[CH2:18][CH:19]=O.C(=O)(O)[O-].[Na+], predict the reaction product. The product is: [Cl:1][C:2]1[C:15]2[C:14]3[CH:13]=[CH:12][CH:11]=[CH:10][C:9]=3[C:8]3=[N:16][CH:18]=[CH:19][N:7]3[C:6]=2[CH:5]=[CH:4][CH:3]=1.